This data is from Full USPTO retrosynthesis dataset with 1.9M reactions from patents (1976-2016). The task is: Predict the reactants needed to synthesize the given product. (1) Given the product [CH2:1]([O:3][C:4]([C@@:6]1([NH2:11])[CH2:8][C@H:7]1[CH2:9][CH3:10])=[O:5])[CH3:2], predict the reactants needed to synthesize it. The reactants are: [CH2:1]([O:3][C:4]([C@@:6]1([NH:11]C(OC(C)(C)C)=O)[CH2:8][C@H:7]1[CH:9]=[CH2:10])=[O:5])[CH3:2].[K+].[K+].N(C([O-])=O)=NC([O-])=O.C(O)(=O)C. (2) Given the product [C:9]1([N:13]=[C:12]=[O:24])[CH:10]=[CH:19][CH:20]=[CH:7][CH:8]=1, predict the reactants needed to synthesize it. The reactants are: NC1C=CC(O[C:7]2[CH:20]=[CH:19][C:10]3N[C:12](NC(=O)OC)=[N:13][C:9]=3[CH:8]=2)=CC=1.C[OH:24]. (3) The reactants are: FC(F)(F)S(O[C:7]1[CH:16]=[CH:15][C:14]2[C:13](=[O:17])[CH2:12][CH2:11][CH2:10][C:9]=2[CH:8]=1)(=O)=O.[O:20]1[CH2:25][CH:24]=[C:23](B2OC(C)(C)C(C)(C)O2)[CH2:22][CH2:21]1.C(Cl)Cl.C([O-])(O)=O.[Na+]. Given the product [O:20]1[CH2:21][CH:22]=[C:23]([C:7]2[CH:8]=[C:9]3[C:14](=[CH:15][CH:16]=2)[C:13](=[O:17])[CH2:12][CH2:11][CH2:10]3)[CH2:24][CH2:25]1, predict the reactants needed to synthesize it.